Dataset: Full USPTO retrosynthesis dataset with 1.9M reactions from patents (1976-2016). Task: Predict the reactants needed to synthesize the given product. (1) Given the product [C:1]([C:5]1[CH:6]=[C:7]([CH:16]=[C:17]([C:19]2[N:20]([CH2:29][CH:30]3[CH2:31][CH2:32][CH2:33][CH2:34][CH2:35]3)[C:21]([CH3:28])=[C:22]([S:24](=[O:26])(=[O:27])[NH2:25])[CH:23]=2)[CH:18]=1)[O:8][CH2:9][CH2:10][CH2:11][C:12]([OH:14])=[O:13])([CH3:4])([CH3:2])[CH3:3], predict the reactants needed to synthesize it. The reactants are: [C:1]([C:5]1[CH:6]=[C:7]([CH:16]=[C:17]([C:19]2[N:20]([CH2:29][CH:30]3[CH2:35][CH2:34][CH2:33][CH2:32][CH2:31]3)[C:21]([CH3:28])=[C:22]([S:24](=[O:27])(=[O:26])[NH2:25])[CH:23]=2)[CH:18]=1)[O:8][CH2:9][CH2:10][CH2:11][C:12]([O:14]C)=[O:13])([CH3:4])([CH3:3])[CH3:2].[Li+].[OH-]. (2) Given the product [NH2:8][CH2:9][C:10]([F:16])([F:15])[C:11]([CH3:14])([OH:13])[CH3:12], predict the reactants needed to synthesize it. The reactants are: C([N:8](CC1C=CC=CC=1)[CH2:9][C:10]([F:16])([F:15])[C:11]([CH3:14])([OH:13])[CH3:12])C1C=CC=CC=1. (3) Given the product [CH2:11]([O:10][CH:5]([CH:6]([OH:9])[CH:7]=[CH2:8])[CH2:4][OH:3])[CH:12]=[CH2:13], predict the reactants needed to synthesize it. The reactants are: C([O:3][C:4](=O)[C:5]([O:10][CH2:11][CH:12]=[CH2:13])=[C:6]([OH:9])[CH2:7][CH3:8])C.[H-].[H-].[H-].[H-].[Li+].[Al+3].O. (4) Given the product [NH2:29][C:30]1[S:34][C:33]([C:35]2[C:40]([F:41])=[CH:39][CH:38]=[CH:37][C:36]=2[F:42])=[N:32][C:31]=1[C:43]([NH:1][C:2]1[CH:3]=[N:4][N:5]([CH3:21])[C:6]=1[O:7][CH:8]1[CH2:9][CH2:10][NH:11][CH2:12][CH2:13]1)=[O:44], predict the reactants needed to synthesize it. The reactants are: [NH2:1][C:2]1[CH:3]=[N:4][N:5]([CH3:21])[C:6]=1[O:7][CH:8]1[CH2:13][CH2:12][N:11](C(OC(C)(C)C)=O)[CH2:10][CH2:9]1.C(OC([NH:29][C:30]1[S:34][C:33]([C:35]2[C:40]([F:41])=[CH:39][CH:38]=[CH:37][C:36]=2[F:42])=[N:32][C:31]=1[C:43](O)=[O:44])=O)(C)(C)C.CN(C(ON1N=NC2C=CC=NC1=2)=[N+](C)C)C.F[P-](F)(F)(F)(F)F. (5) Given the product [Cl:9][C:4]1[CH:3]=[C:2]([OH:16])[CH:7]=[C:6]([F:8])[CH:5]=1, predict the reactants needed to synthesize it. The reactants are: Br[C:2]1[CH:7]=[C:6]([F:8])[CH:5]=[C:4]([Cl:9])[CH:3]=1.C([Li])(C)(C)C.B(OC)(OC)[O:16]C.C(OO)(=O)C.S(=O)(O)[O-].[K+]. (6) Given the product [Cl:22][CH2:23][CH2:24][CH2:25][O:26][C:27]1[CH:32]=[C:31]([C:2]2[S:10][C:9]3[C:4](=[N:5][CH:6]=[CH:7][C:8]=3[O:11][C:12]3[CH:17]=[CH:16][C:15]([N+:18]([O-:20])=[O:19])=[CH:14][C:13]=3[F:21])[CH:3]=2)[CH:30]=[CH:29][CH:28]=1, predict the reactants needed to synthesize it. The reactants are: Br[C:2]1[S:10][C:9]2[C:4](=[N:5][CH:6]=[CH:7][C:8]=2[O:11][C:12]2[CH:17]=[CH:16][C:15]([N+:18]([O-:20])=[O:19])=[CH:14][C:13]=2[F:21])[CH:3]=1.[Cl:22][CH2:23][CH2:24][CH2:25][O:26][C:27]1[CH:28]=[C:29](B2OC(C)(C)C(C)(C)O2)[CH:30]=[CH:31][CH:32]=1.[F-].[Cs+].C(=O)(O)[O-].[Na+].